From a dataset of NCI-60 drug combinations with 297,098 pairs across 59 cell lines. Regression. Given two drug SMILES strings and cell line genomic features, predict the synergy score measuring deviation from expected non-interaction effect. Drug 1: C1=CC(=C2C(=C1NCCNCCO)C(=O)C3=C(C=CC(=C3C2=O)O)O)NCCNCCO. Drug 2: C1=CN(C=N1)CC(O)(P(=O)(O)O)P(=O)(O)O. Cell line: CCRF-CEM. Synergy scores: CSS=3.07, Synergy_ZIP=-29.7, Synergy_Bliss=-54.6, Synergy_Loewe=-88.8, Synergy_HSA=-54.3.